This data is from Catalyst prediction with 721,799 reactions and 888 catalyst types from USPTO. The task is: Predict which catalyst facilitates the given reaction. (1) Reactant: [N:1]1([CH2:7][CH2:8][CH2:9][OH:10])[CH2:6][CH2:5][CH2:4][CH2:3][CH2:2]1.[H-].[Na+].[CH2:13]([O:20][C:21]1[CH:26]=[CH:25][C:24]([C:27]2[CH:32]=[C:31](Cl)[N:30]=[N:29][C:28]=2[CH2:34][CH2:35][CH2:36][CH3:37])=[CH:23][CH:22]=1)[C:14]1[CH:19]=[CH:18][CH:17]=[CH:16][CH:15]=1.O. Product: [CH2:13]([O:20][C:21]1[CH:26]=[CH:25][C:24]([C:27]2[CH:32]=[C:31]([O:10][CH2:9][CH2:8][CH2:7][N:1]3[CH2:6][CH2:5][CH2:4][CH2:3][CH2:2]3)[N:30]=[N:29][C:28]=2[CH2:34][CH2:35][CH2:36][CH3:37])=[CH:23][CH:22]=1)[C:14]1[CH:15]=[CH:16][CH:17]=[CH:18][CH:19]=1. The catalyst class is: 1. (2) Reactant: C[O:2][C:3]([C:5]1[N:10]=[CH:9][C:8]([NH:11][CH:12]([C:17]2[CH:22]=[CH:21][C:20]([C:23]3[CH:28]=[CH:27][C:26]([C:29]([F:32])([F:31])[F:30])=[CH:25][CH:24]=3)=[CH:19][CH:18]=2)[CH2:13][CH:14]([CH3:16])[CH3:15])=[CH:7][N:6]=1)=[O:4].[OH-].[Na+].Cl. Product: [CH3:15][CH:14]([CH3:16])[CH2:13][CH:12]([NH:11][C:8]1[CH:7]=[N:6][C:5]([C:3]([OH:4])=[O:2])=[N:10][CH:9]=1)[C:17]1[CH:22]=[CH:21][C:20]([C:23]2[CH:24]=[CH:25][C:26]([C:29]([F:32])([F:31])[F:30])=[CH:27][CH:28]=2)=[CH:19][CH:18]=1. The catalyst class is: 83. (3) Reactant: [OH:1][C:2]1[CH:9]=[CH:8][C:5]([CH:6]=O)=[CH:4][C:3]=1[CH3:10].[NH2:11][C:12]1[CH:20]=[C:19]([O:21][CH3:22])[CH:18]=[C:17]([O:23][CH3:24])[C:13]=1[C:14]([NH2:16])=[O:15].OS([O-])=O.[Na+].CC1C=CC(S(O)(=O)=O)=CC=1.O. Product: [OH:1][C:2]1[CH:9]=[CH:8][C:5]([C:6]2[NH:16][C:14](=[O:15])[C:13]3[C:12](=[CH:20][C:19]([O:21][CH3:22])=[CH:18][C:17]=3[O:23][CH3:24])[N:11]=2)=[CH:4][C:3]=1[CH3:10]. The catalyst class is: 474.